From a dataset of Catalyst prediction with 721,799 reactions and 888 catalyst types from USPTO. Predict which catalyst facilitates the given reaction. (1) Reactant: [CH2:1]([O:3][C:4]1[CH:26]=[CH:25][C:7]([C:8]([NH:10][CH2:11][CH2:12][NH:13][C:14]([C:16]2[C:17]([C:21]([F:24])([F:23])[F:22])=[N:18][NH:19][CH:20]=2)=[O:15])=[O:9])=[CH:6][CH:5]=1)[CH3:2].CN[C@@H]1CCCC[C@H]1NC.C(=O)([O-])[O-].[K+].[K+].I[C:44]1[CH:53]=[CH:52][CH:51]=[CH:50][C:45]=1[C:46]([O:48][CH3:49])=[O:47]. Product: [CH2:1]([O:3][C:4]1[CH:5]=[CH:6][C:7]([C:8]([NH:10][CH2:11][CH2:12][NH:13][C:14]([C:16]2[C:17]([C:21]([F:22])([F:23])[F:24])=[N:18][N:19]([C:44]3[CH:53]=[CH:52][CH:51]=[CH:50][C:45]=3[C:46]([O:48][CH3:49])=[O:47])[CH:20]=2)=[O:15])=[O:9])=[CH:25][CH:26]=1)[CH3:2]. The catalyst class is: 205. (2) Reactant: CO[C:3]([CH:5]1[CH2:10][C:9]([CH3:12])([CH3:11])[CH2:8][CH2:7][C:6]1=O)=[O:4].Cl.[Cl:15][CH2:16][C:17](=[NH:19])[NH2:18].C[O-].[Na+]. Product: [Cl:15][CH2:16][C:17]1[N:19]=[C:3]([OH:4])[C:5]2[CH2:10][C:9]([CH3:12])([CH3:11])[CH2:8][CH2:7][C:6]=2[N:18]=1. The catalyst class is: 5. (3) Reactant: CC(N(C)C)=O.C(N(CC)CC)C.COC([C:18]1([CH2:31][C:32]2[CH:37]=[CH:36][C:35]([Cl:38])=[CH:34][CH:33]=2)[CH2:22][CH2:21][C:20]2([CH2:27][O:26][C:25]([CH3:29])([CH3:28])[O:24][CH2:23]2)[C:19]1=[O:30])=O.C(O)(=O)C. Product: [Cl:38][C:35]1[CH:36]=[CH:37][C:32]([CH2:31][CH:18]2[CH2:22][CH2:21][C:20]3([CH2:23][O:24][C:25]([CH3:29])([CH3:28])[O:26][CH2:27]3)[C:19]2=[O:30])=[CH:33][CH:34]=1. The catalyst class is: 11. (4) Reactant: C[C:2]1([CH3:10])[O:9][C:7](=[O:8])[CH2:6][C:4](=[O:5])O1.N1C=CC=CC=1.[C:17]1([CH2:23][CH2:24]C(Cl)=O)[CH:22]=[CH:21][CH:20]=[CH:19][CH:18]=1. Product: [CH2:2]([O:9][C:7](=[O:8])[CH2:6][C:4](=[O:5])[CH2:24][CH2:23][C:17]1[CH:22]=[CH:21][CH:20]=[CH:19][CH:18]=1)[CH3:10]. The catalyst class is: 170.